From a dataset of Forward reaction prediction with 1.9M reactions from USPTO patents (1976-2016). Predict the product of the given reaction. (1) Given the reactants Br[C:2]1[CH:3]=[C:4]([N+:17]([O-:19])=[O:18])[C:5]2[C:9]([CH:10]=1)=[N:8][N:7]([CH:11]1[CH2:16][CH2:15][CH2:14][CH2:13][O:12]1)[CH:6]=2.[CH3:20][C:21]1[CH:22]=[C:23](B(O)O)[CH:24]=[CH:25][CH:26]=1.O1CCOCC1.C(=O)([O-])[O-].[Na+].[Na+], predict the reaction product. The product is: [CH3:20][C:21]1[CH:26]=[C:25]([C:2]2[CH:3]=[C:4]([N+:17]([O-:19])=[O:18])[C:5]3[C:9]([CH:10]=2)=[N:8][N:7]([CH:11]2[CH2:16][CH2:15][CH2:14][CH2:13][O:12]2)[CH:6]=3)[CH:24]=[CH:23][CH:22]=1. (2) Given the reactants [F:1][C:2]1[CH:3]=[C:4]([NH:9][N:10]=[C:11]([C:14]#[N:15])[C:12]#[N:13])[CH:5]=[CH:6][C:7]=1[F:8].FC1C=C(C=CC=1F)N.C(#N)CC#N.O.[NH2:31][NH2:32], predict the reaction product. The product is: [NH2:15][C:14]1[C:11](=[N:10][NH:9][C:4]2[CH:5]=[CH:6][C:7]([F:8])=[C:2]([F:1])[CH:3]=2)[C:12]([NH2:13])=[N:32][N:31]=1. (3) Given the reactants P(Cl)(Cl)([Cl:3])=O.O=[C:7]1[C:12]([C:13]#[N:14])=[CH:11][C:10]([CH3:15])=[C:9]([CH3:16])[NH:8]1, predict the reaction product. The product is: [Cl:3][C:7]1[C:12]([C:13]#[N:14])=[CH:11][C:10]([CH3:15])=[C:9]([CH3:16])[N:8]=1. (4) Given the reactants [Mg].II.Br[C:5]1[CH:10]=[CH:9][CH:8]=[CH:7][CH:6]=1.[C:11]1(=[O:18])[CH2:17][CH2:16][CH2:15][CH2:14][CH2:13][CH2:12]1.[Cl-].[NH4+], predict the reaction product. The product is: [C:5]1([C:11]2([OH:18])[CH2:17][CH2:16][CH2:15][CH2:14][CH2:13][CH2:12]2)[CH:10]=[CH:9][CH:8]=[CH:7][CH:6]=1.